From a dataset of Peptide-MHC class II binding affinity with 134,281 pairs from IEDB. Regression. Given a peptide amino acid sequence and an MHC pseudo amino acid sequence, predict their binding affinity value. This is MHC class II binding data. (1) The peptide sequence is SDANTEYERLLSMLN. The MHC is DRB1_0901 with pseudo-sequence DRB1_0901. The binding affinity (normalized) is 0.627. (2) The peptide sequence is GLALYYPSARIVYTA. The MHC is DRB1_0101 with pseudo-sequence DRB1_0101. The binding affinity (normalized) is 0.605. (3) The peptide sequence is GELQIVDKIDFAFKI. The MHC is DRB1_0701 with pseudo-sequence DRB1_0701. The binding affinity (normalized) is 0.577. (4) The peptide sequence is LVSQALNSVANRS. The MHC is HLA-DQA10101-DQB10501 with pseudo-sequence HLA-DQA10101-DQB10501. The binding affinity (normalized) is 0.0543. (5) The peptide sequence is PTHRHLKGEACPLPH. The MHC is DRB1_0101 with pseudo-sequence DRB1_0101. The binding affinity (normalized) is 0.805. (6) The peptide sequence is IPFVHLGHRDALEDD. The MHC is HLA-DQA10301-DQB10302 with pseudo-sequence HLA-DQA10301-DQB10302. The binding affinity (normalized) is 0.202. (7) The peptide sequence is EKKYFAAMQFEPLAA. The MHC is HLA-DQA10301-DQB10302 with pseudo-sequence HLA-DQA10301-DQB10302. The binding affinity (normalized) is 0.412. (8) The peptide sequence is AAKPAAAATATATAA. The MHC is HLA-DPA10201-DPB11401 with pseudo-sequence HLA-DPA10201-DPB11401. The binding affinity (normalized) is 0.150. (9) The peptide sequence is GELQIDDKIDAAFKI. The MHC is DRB3_0101 with pseudo-sequence DRB3_0101. The binding affinity (normalized) is 0.657.